From a dataset of Peptide-MHC class I binding affinity with 185,985 pairs from IEDB/IMGT. Regression. Given a peptide amino acid sequence and an MHC pseudo amino acid sequence, predict their binding affinity value. This is MHC class I binding data. The peptide sequence is SMEAEMIQL. The MHC is HLA-A68:02 with pseudo-sequence HLA-A68:02. The binding affinity (normalized) is 0.